Dataset: NCI-60 drug combinations with 297,098 pairs across 59 cell lines. Task: Regression. Given two drug SMILES strings and cell line genomic features, predict the synergy score measuring deviation from expected non-interaction effect. (1) Drug 1: CCC1(CC2CC(C3=C(CCN(C2)C1)C4=CC=CC=C4N3)(C5=C(C=C6C(=C5)C78CCN9C7C(C=CC9)(C(C(C8N6C)(C(=O)OC)O)OC(=O)C)CC)OC)C(=O)OC)O.OS(=O)(=O)O. Drug 2: CC1=C(C=C(C=C1)C(=O)NC2=CC(=CC(=C2)C(F)(F)F)N3C=C(N=C3)C)NC4=NC=CC(=N4)C5=CN=CC=C5. Cell line: HOP-62. Synergy scores: CSS=8.13, Synergy_ZIP=-3.10, Synergy_Bliss=-5.59, Synergy_Loewe=-11.9, Synergy_HSA=-5.72. (2) Drug 1: C1CCN(CC1)CCOC2=CC=C(C=C2)C(=O)C3=C(SC4=C3C=CC(=C4)O)C5=CC=C(C=C5)O. Drug 2: C1=CC(=CC=C1CCC2=CNC3=C2C(=O)NC(=N3)N)C(=O)NC(CCC(=O)O)C(=O)O. Cell line: SN12C. Synergy scores: CSS=23.2, Synergy_ZIP=-3.69, Synergy_Bliss=-6.42, Synergy_Loewe=-5.47, Synergy_HSA=-4.74. (3) Cell line: UACC-257. Synergy scores: CSS=10.1, Synergy_ZIP=1.49, Synergy_Bliss=5.32, Synergy_Loewe=-2.72, Synergy_HSA=3.95. Drug 2: C1C(C(OC1N2C=NC3=C2NC=NCC3O)CO)O. Drug 1: C1=CC(=CC=C1CCC2=CNC3=C2C(=O)NC(=N3)N)C(=O)NC(CCC(=O)O)C(=O)O. (4) Synergy scores: CSS=51.9, Synergy_ZIP=0.604, Synergy_Bliss=1.41, Synergy_Loewe=-1.38, Synergy_HSA=-0.0413. Cell line: HCC-2998. Drug 1: C1C(C(OC1N2C=NC3=C(N=C(N=C32)Cl)N)CO)O. Drug 2: CCC1(CC2CC(C3=C(CCN(C2)C1)C4=CC=CC=C4N3)(C5=C(C=C6C(=C5)C78CCN9C7C(C=CC9)(C(C(C8N6C)(C(=O)OC)O)OC(=O)C)CC)OC)C(=O)OC)O.OS(=O)(=O)O. (5) Drug 1: CC12CCC(CC1=CCC3C2CCC4(C3CC=C4C5=CN=CC=C5)C)O. Drug 2: CC1=CC2C(CCC3(C2CCC3(C(=O)C)OC(=O)C)C)C4(C1=CC(=O)CC4)C. Cell line: HT29. Synergy scores: CSS=6.30, Synergy_ZIP=-2.13, Synergy_Bliss=-0.0502, Synergy_Loewe=-6.35, Synergy_HSA=-1.56. (6) Drug 1: COC1=C(C=C2C(=C1)N=CN=C2NC3=CC(=C(C=C3)F)Cl)OCCCN4CCOCC4. Drug 2: CC1=CC=C(C=C1)C2=CC(=NN2C3=CC=C(C=C3)S(=O)(=O)N)C(F)(F)F. Cell line: M14. Synergy scores: CSS=7.19, Synergy_ZIP=-3.39, Synergy_Bliss=-0.874, Synergy_Loewe=-5.43, Synergy_HSA=-1.61.